From a dataset of Merck oncology drug combination screen with 23,052 pairs across 39 cell lines. Regression. Given two drug SMILES strings and cell line genomic features, predict the synergy score measuring deviation from expected non-interaction effect. (1) Drug 1: O=C(CCCCCCC(=O)Nc1ccccc1)NO. Drug 2: CCN(CC)CCNC(=O)c1c(C)[nH]c(C=C2C(=O)Nc3ccc(F)cc32)c1C. Cell line: LNCAP. Synergy scores: synergy=-11.7. (2) Drug 1: O=C(NOCC(O)CO)c1ccc(F)c(F)c1Nc1ccc(I)cc1F. Drug 2: CC1(c2nc3c(C(N)=O)cccc3[nH]2)CCCN1. Cell line: EFM192B. Synergy scores: synergy=2.42. (3) Drug 1: CC(=O)OC1C(=O)C2(C)C(O)CC3OCC3(OC(C)=O)C2C(OC(=O)c2ccccc2)C2(O)CC(OC(=O)C(O)C(NC(=O)c3ccccc3)c3ccccc3)C(C)=C1C2(C)C. Drug 2: COC1CC2CCC(C)C(O)(O2)C(=O)C(=O)N2CCCCC2C(=O)OC(C(C)CC2CCC(OP(C)(C)=O)C(OC)C2)CC(=O)C(C)C=C(C)C(O)C(OC)C(=O)C(C)CC(C)C=CC=CC=C1C. Cell line: OV90. Synergy scores: synergy=35.8.